From a dataset of Forward reaction prediction with 1.9M reactions from USPTO patents (1976-2016). Predict the product of the given reaction. Given the reactants [Cl:1][C:2]1[CH:7]=[CH:6][N:5]=[C:4]2[C:8]([C:11]([NH:13][C@H:14]3[CH2:19][CH2:18][CH2:17][CH2:16][C@@H:15]3[OH:20])=[O:12])=[CH:9][NH:10][C:3]=12.Br[CH2:22][C:23]1[CH:28]=[CH:27][CH:26]=[C:25]([CH3:29])[N:24]=1.C(=O)([O-])[O-].[Cs+].[Cs+].CN(C=O)C, predict the reaction product. The product is: [Cl:1][C:2]1[CH:7]=[CH:6][N:5]=[C:4]2[C:8]([C:11]([NH:13][C@H:14]3[CH2:19][CH2:18][CH2:17][CH2:16][C@@H:15]3[OH:20])=[O:12])=[CH:9][N:10]([CH2:22][C:23]3[CH:28]=[CH:27][CH:26]=[C:25]([CH3:29])[N:24]=3)[C:3]=12.